From a dataset of Forward reaction prediction with 1.9M reactions from USPTO patents (1976-2016). Predict the product of the given reaction. Given the reactants Cl.[C:2]([OH:33])(=[O:32])[CH2:3][CH2:4][C@H:5]([NH:9][C:10]([C:12]1[CH:31]=[CH:30][C:15]([NH:16][CH2:17][C@H:18]2[NH:29][C:28]3[C:26](=[O:27])[NH:25][C:23]([NH2:24])=[N:22][C:21]=3[NH:20][CH2:19]2)=[CH:14][CH:13]=1)=[O:11])[C:6]([OH:8])=[O:7], predict the reaction product. The product is: [C:2]([OH:33])(=[O:32])[CH2:3][CH2:4][C@H:5]([NH:9][C:10]([C:12]1[CH:13]=[CH:14][C:15]([NH:16][CH2:17][CH:18]2[NH:29][C:28]3[C:26](=[O:27])[NH:25][C:23]([NH2:24])=[N:22][C:21]=3[NH:20][CH2:19]2)=[CH:30][CH:31]=1)=[O:11])[C:6]([OH:8])=[O:7].